Task: Predict the reaction yield, written as a fraction of the theoretical maximum amount of product (1.0 means a 100% yield; for example, 0.34 means a 34% yield).. Dataset: Reaction yield outcomes from USPTO patents with 853,638 reactions The yield is 0.780. The catalyst is N1C=CC=CC=1.CCOC(C)=O. The product is [CH3:1][O:2][C:3]([C:5]1[S:6][C:7]([C:19]#[C:20][C:21]([CH3:23])([CH3:22])[CH3:24])=[CH:8][C:9]=1[N:10]([CH2:11][CH2:12][P:13]([O:16][CH2:17][CH3:18])([CH3:15])=[O:14])[C:32]([CH:29]1[CH2:30][CH2:31][CH:26]([CH3:25])[CH2:27][CH2:28]1)=[O:33])=[O:4]. The reactants are [CH3:1][O:2][C:3]([C:5]1[S:6][C:7]([C:19]#[C:20][C:21]([CH3:24])([CH3:23])[CH3:22])=[CH:8][C:9]=1[NH:10][CH2:11][CH2:12][P:13]([O:16][CH2:17][CH3:18])([CH3:15])=[O:14])=[O:4].[CH3:25][CH:26]1[CH2:31][CH2:30][CH:29]([C:32](Cl)=[O:33])[CH2:28][CH2:27]1.